This data is from Catalyst prediction with 721,799 reactions and 888 catalyst types from USPTO. The task is: Predict which catalyst facilitates the given reaction. (1) Reactant: [CH:1]12[CH2:7][CH:4]([CH2:5][CH2:6]1)[CH:3]=[CH:2]2.[C:8]([O:12][CH3:13])(=[O:11])[CH:9]=[CH2:10].CC[Al](Cl)CC.CC[Al](Cl)Cl.Cl.CO. Product: [CH:1]12[CH2:7][CH:4]([CH2:5][CH2:6]1)[CH:3]=[CH:2]2.[C:8]([O:12][CH3:13])(=[O:11])[CH:9]=[CH2:10]. The catalyst class is: 11. (2) Reactant: [Cl:1][C:2]1[CH:3]=[CH:4][C:5]([O:27][CH3:28])=[C:6]([CH:26]=1)[CH2:7][CH:8]1[C:14](=[O:15])[N:13]([C:16]([NH:18][C@H:19]([CH2:23][CH3:24])[C:20](O)=[O:21])=[O:17])[CH2:12][C:11](=[O:25])[NH:10][CH2:9]1.Cl.[C:30]([O:34][C:35](=[O:38])[CH2:36][NH2:37])([CH3:33])([CH3:32])[CH3:31].C(N(CC)CC)C. Product: [Cl:1][C:2]1[CH:3]=[CH:4][C:5]([O:27][CH3:28])=[C:6]([CH:26]=1)[CH2:7][CH:8]1[C:14](=[O:15])[N:13]([C:16]([NH:18][CH:19]([CH2:23][CH3:24])[C:20]([NH:37][CH2:36][C:35]([O:34][C:30]([CH3:33])([CH3:32])[CH3:31])=[O:38])=[O:21])=[O:17])[CH2:12][C:11](=[O:25])[NH:10][CH2:9]1. The catalyst class is: 2. (3) Product: [N:26]1[CH:31]=[CH:30][CH:29]=[C:28]([O:32][CH2:33][C:34]([NH:1][C:2]2[CH:7]=[CH:6][C:5]([N:8]3[C:14](=[O:15])[CH2:13][C:12](=[O:16])[NH:11][C:10]4[C:17]5[C:22]([CH:23]=[CH:24][C:9]3=4)=[CH:21][CH:20]=[CH:19][CH:18]=5)=[CH:4][CH:3]=2)=[O:35])[CH:27]=1. The catalyst class is: 6. Reactant: [NH2:1][C:2]1[CH:7]=[CH:6][C:5]([N:8]2[C:14](=[O:15])[CH2:13][C:12](=[O:16])[NH:11][C:10]3[C:17]4[C:22]([CH:23]=[CH:24][C:9]2=3)=[CH:21][CH:20]=[CH:19][CH:18]=4)=[CH:4][CH:3]=1.Cl.[N:26]1[CH:31]=[CH:30][CH:29]=[C:28]([O:32][CH2:33][C:34](O)=[O:35])[CH:27]=1.CCN=C=NCCCN(C)C.Cl.N1C=CC=CC=1. (4) Reactant: C([O:8][C:9]([CH:11]1[CH2:16][CH2:15][N:14]([C:17](=[O:26])[CH2:18][CH2:19][C:20]2[CH:25]=[CH:24][CH:23]=[CH:22][CH:21]=2)[CH2:13][CH2:12]1)=[O:10])C1C=CC=CC=1.[H][H]. Product: [C:20]1([CH2:19][CH2:18][C:17]([N:14]2[CH2:13][CH2:12][CH:11]([C:9]([OH:10])=[O:8])[CH2:16][CH2:15]2)=[O:26])[CH:25]=[CH:24][CH:23]=[CH:22][CH:21]=1. The catalyst class is: 19. (5) Reactant: [H-].[Na+].[CH2:3]([O:7][C:8]1[C:15]([OH:16])=[CH:14][C:11]([CH:12]=[O:13])=[CH:10][C:9]=1[Cl:17])[CH2:4][CH2:5][CH3:6].Br[CH2:19][C:20]([O:22][CH2:23][CH3:24])=[O:21]. Product: [CH2:23]([O:22][C:20](=[O:21])[CH2:19][O:16][C:15]1[CH:14]=[C:11]([CH:12]=[O:13])[CH:10]=[C:9]([Cl:17])[C:8]=1[O:7][CH2:3][CH2:4][CH2:5][CH3:6])[CH3:24]. The catalyst class is: 3. (6) Reactant: [CH3:1][CH:2]([C@:4]([OH:30])(/[CH:6]=[CH:7]/[C@H:8]([C@@H:10]1[C@:27]2([CH3:28])[C@H:13]([C:14]3[C@H:24]([CH2:25][CH2:26]2)[C@:22]2([CH3:23])[C:17]([CH2:18][C@@H:19]([OH:29])[CH2:20][CH2:21]2)=[CH:16][CH:15]=3)[CH2:12][CH2:11]1)[CH3:9])[CH3:5])[CH3:3].C1C=CC=CC=1.O. Product: [CH3:9][C@@H:8]([C@@H:10]1[C@@:27]2([CH3:28])[CH2:26][CH2:25][CH2:24]/[C:14](=[CH:15]\[CH:16]=[C:17]3\[CH2:18][C@@H:19]([OH:29])[CH2:20][CH2:21][C:22]\3=[CH2:23])/[C@@H:13]2[CH2:12][CH2:11]1)/[CH:7]=[CH:6]/[C:4]([OH:30])([CH:2]([CH3:1])[CH3:3])[CH3:5]. The catalyst class is: 28. (7) Reactant: [C:1]1([C:10]2[C:5](=[CH:6][CH:7]=[CH:8][CH:9]=2)[CH2:4][O:3]1)=[O:2].[Li+].[CH3:12][Si]([N-][Si](C)(C)C)(C)C.[I-].C[CH:23]=[N+:24]=[CH:25]C. Product: [CH3:23][N:24]([CH2:25][CH:4]1[C:5]2[C:10](=[CH:9][CH:8]=[CH:7][CH:6]=2)[C:1](=[O:2])[O:3]1)[CH3:12]. The catalyst class is: 1. (8) Reactant: [CH3:1][O:2][C:3]1[CH:9]=[CH:8][C:6]([NH2:7])=[C:5]([CH3:10])[CH:4]=1.Cl[C:12]1[CH:17]=[CH:16][N:15]=[CH:14][C:13]=1[N+:18]([O-:20])=[O:19].C(N(CC)CC)C. Product: [CH3:1][O:2][C:3]1[CH:9]=[CH:8][C:6]([NH:7][C:12]2[CH:17]=[CH:16][N:15]=[CH:14][C:13]=2[N+:18]([O-:20])=[O:19])=[C:5]([CH3:10])[CH:4]=1. The catalyst class is: 8. (9) Reactant: C(OC(=O)[NH:7][CH2:8][C:9]1([CH3:43])[CH2:13][CH2:12][N:11]([C:14]2[CH:19]=[CH:18][CH:17]=[C:16]([C:20]3[N:21]=[C:22]4[C:28]([C:29](=[O:34])[C:30]([CH3:33])([CH3:32])[CH3:31])=[CH:27][N:26](COCC[Si](C)(C)C)[C:23]4=[N:24][CH:25]=3)[CH:15]=2)[CH2:10]1)(C)(C)C.C(Cl)(=O)C. Product: [NH2:7][CH2:8][C:9]1([CH3:43])[CH2:13][CH2:12][N:11]([C:14]2[CH:15]=[C:16]([C:20]3[N:21]=[C:22]4[C:28]([C:29](=[O:34])[C:30]([CH3:32])([CH3:31])[CH3:33])=[CH:27][NH:26][C:23]4=[N:24][CH:25]=3)[CH:17]=[CH:18][CH:19]=2)[CH2:10]1. The catalyst class is: 5.